Predict the product of the given reaction. From a dataset of Forward reaction prediction with 1.9M reactions from USPTO patents (1976-2016). (1) Given the reactants [Si:1]([O:8][C@H:9]1[CH2:18][C:17]2([CH2:21][CH2:20][CH2:19]2)[CH2:16][C:15]2[N:14]=[C:13]([CH:22]([CH3:24])[CH3:23])[C:12]([C:25]([O:27][CH2:28][CH3:29])=[O:26])=[C:11](I)[C:10]1=2)([C:4]([CH3:7])([CH3:6])[CH3:5])([CH3:3])[CH3:2].[O:31]1[CH2:36][CH:35]=[C:34](B2OC(C)(C)C(C)(C)O2)[CH2:33][CH2:32]1.C(=O)([O-])[O-].[Cs+].[Cs+].[F-].[Cs+], predict the reaction product. The product is: [Si:1]([O:8][CH:9]1[CH2:18][C:17]2([CH2:21][CH2:20][CH2:19]2)[CH2:16][C:15]2[N:14]=[C:13]([CH:22]([CH3:24])[CH3:23])[C:12]([C:25]([O:27][CH2:28][CH3:29])=[O:26])=[C:11]([C:34]3[CH2:35][CH2:36][O:31][CH2:32][CH:33]=3)[C:10]1=2)([C:4]([CH3:7])([CH3:6])[CH3:5])([CH3:3])[CH3:2]. (2) Given the reactants [CH3:1][C:2]1[NH:6][N:5]=[C:4]([NH2:7])[CH:3]=1.[Cl:8][C:9]1[N:14]=[C:13](Cl)[C:12]([CH3:16])=[CH:11][N:10]=1.C([O-])([O-])=O.[Na+].[Na+], predict the reaction product. The product is: [Cl:8][C:9]1[N:14]=[C:13]([NH:7][C:4]2[CH:3]=[C:2]([CH3:1])[NH:6][N:5]=2)[C:12]([CH3:16])=[CH:11][N:10]=1. (3) Given the reactants [NH2:1][C:2]1[CH:10]=[CH:9][CH:8]=[C:7]2[C:3]=1[C:4](=[O:20])[N:5]([CH:12]1[CH2:17][CH2:16][C:15](=[O:18])[NH:14][C:13]1=[O:19])[C:6]2=[O:11].[CH:21](=O)[CH2:22][CH2:23][CH2:24][CH2:25][CH2:26][CH3:27].C(O)(=O)C.[BH4-].[Na+], predict the reaction product. The product is: [O:19]=[C:13]1[CH:12]([N:5]2[C:4](=[O:20])[C:3]3[C:7](=[CH:8][CH:9]=[CH:10][C:2]=3[NH:1][CH2:21][CH2:22][CH2:23][CH2:24][CH2:25][CH2:26][CH3:27])[C:6]2=[O:11])[CH2:17][CH2:16][C:15](=[O:18])[NH:14]1. (4) Given the reactants [NH2:1][C:2]1[S:3][C:4]2[CH:10]=[CH:9][CH:8]=[CH:7][C:5]=2[N:6]=1.C(N=C=NCCCN(C)C)C.ON1C2C=CC=CC=2N=N1.[C:32]([N:35]1[CH:39]([C:40]2[CH:41]=[CH:42][C:43]([O:51][CH3:52])=[C:44]([CH:50]=2)[O:45][CH2:46][C:47](O)=[O:48])[CH2:38][C:37]([C:53]2[CH:58]=[C:57]([O:59][CH3:60])[C:56]([O:61][CH3:62])=[C:55]([O:63][CH3:64])[CH:54]=2)=[N:36]1)(=[O:34])[CH3:33], predict the reaction product. The product is: [S:3]1[C:4]2[CH:10]=[CH:9][CH:8]=[CH:7][C:5]=2[N:6]=[C:2]1[NH:1][C:47](=[O:48])[CH2:46][O:45][C:44]1[CH:50]=[C:40]([CH:39]2[N:35]([C:32](=[O:34])[CH3:33])[N:36]=[C:37]([C:53]3[CH:58]=[C:57]([O:59][CH3:60])[C:56]([O:61][CH3:62])=[C:55]([O:63][CH3:64])[CH:54]=3)[CH2:38]2)[CH:41]=[CH:42][C:43]=1[O:51][CH3:52]. (5) Given the reactants CO[CH:3](OC)[CH2:4][NH:5][C:6](=[O:21])[NH:7][CH:8]1[CH2:13][CH2:12][N:11](C(OC(C)(C)C)=O)[CH2:10][CH2:9]1.[ClH:24], predict the reaction product. The product is: [ClH:24].[NH:11]1[CH2:10][CH2:9][CH:8]([N:7]2[CH:3]=[CH:4][NH:5][C:6]2=[O:21])[CH2:13][CH2:12]1. (6) Given the reactants [OH-].[Na+].[C:14]([O:13][C:11](O[C:11]([O:13][C:14]([CH3:17])([CH3:16])[CH3:15])=[O:12])=[O:12])([CH3:17])([CH3:16])[CH3:15].[CH2:18]([N:25]1[C:29](=[O:30])[CH2:28][CH2:27][C@@H:26]1[C:31]([NH:33][CH:34]([CH:42]([OH:54])[C:43]([NH:45][NH:46][CH2:47][C:48]1[CH:53]=[CH:52][CH:51]=[CH:50][CH:49]=1)=[O:44])[CH2:35][C:36]1[CH:41]=[CH:40][CH:39]=[CH:38][CH:37]=1)=[O:32])[C:19]1[CH:24]=[CH:23][CH:22]=[CH:21][CH:20]=1.O, predict the reaction product. The product is: [CH2:47]([N:46]([C:11]([O:13][C:14]([CH3:15])([CH3:16])[CH3:17])=[O:12])[NH:45][C:43](=[O:44])[CH:42]([OH:54])[CH:34]([NH:33][C:31]([C@H:26]1[CH2:27][CH2:28][C:29](=[O:30])[N:25]1[CH2:18][C:19]1[CH:20]=[CH:21][CH:22]=[CH:23][CH:24]=1)=[O:32])[CH2:35][C:36]1[CH:41]=[CH:40][CH:39]=[CH:38][CH:37]=1)[C:48]1[CH:53]=[CH:52][CH:51]=[CH:50][CH:49]=1. (7) Given the reactants Cl[C:2]1[CH:7]=[CH:6][N:5]=[C:4]([N:8]2[CH2:19][CH2:18][C:17]3[C:16]4[CH2:15][C:14]([CH3:21])([CH3:20])[CH2:13][C:12]=4[S:11][C:10]=3[C:9]2=[O:22])[C:3]=1[CH:23]=[O:24].[CH3:25][N:26]1[C:31](=[O:32])[C:30]([NH:33][C:34]2[CH:39]=[CH:38][C:37]([C:40]([N:42]3[CH2:47][CH2:46][O:45][CH2:44][CH2:43]3)=[O:41])=[CH:36][N:35]=2)=[CH:29][C:28](B(O)O)=[N:27]1.C([O-])(=O)C.[Na+].C(#N)C, predict the reaction product. The product is: [CH3:20][C:14]1([CH3:21])[CH2:13][C:12]2[S:11][C:10]3[C:9](=[O:22])[N:8]([C:4]4[C:3]([CH:23]=[O:24])=[C:2]([C:28]5[CH:29]=[C:30]([NH:33][C:34]6[CH:39]=[CH:38][C:37]([C:40]([N:42]7[CH2:43][CH2:44][O:45][CH2:46][CH2:47]7)=[O:41])=[CH:36][N:35]=6)[C:31](=[O:32])[N:26]([CH3:25])[N:27]=5)[CH:7]=[CH:6][N:5]=4)[CH2:19][CH2:18][C:17]=3[C:16]=2[CH2:15]1.